This data is from Catalyst prediction with 721,799 reactions and 888 catalyst types from USPTO. The task is: Predict which catalyst facilitates the given reaction. (1) Reactant: [OH:1][CH2:2][CH2:3][CH:4]1[N:9]([CH2:10][C:11]([C:13]2[C:14]([CH3:23])=[C:15]3[C:19](=[CH:20][CH:21]=2)[C:18](=[O:22])[O:17][CH2:16]3)=[O:12])[CH2:8][CH2:7][N:6]([C:24]([O:26][C:27]([CH3:30])([CH3:29])[CH3:28])=[O:25])[CH2:5]1.[BH4-].[Na+]. Product: [OH:12][CH:11]([C:13]1[C:14]([CH3:23])=[C:15]2[C:19](=[CH:20][CH:21]=1)[C:18](=[O:22])[O:17][CH2:16]2)[CH2:10][N:9]1[CH2:8][CH2:7][N:6]([C:24]([O:26][C:27]([CH3:28])([CH3:29])[CH3:30])=[O:25])[CH2:5][CH:4]1[CH2:3][CH2:2][OH:1]. The catalyst class is: 5. (2) Reactant: [C:1]([C:4]1[NH:14][C:7]2=[N:8][CH:9]=[C:10]([C:12]#N)[CH:11]=[C:6]2[CH:5]=1)(=[O:3])[CH3:2].CC(C[AlH]CC(C)C)C.CO.[OH:26]S(O)(=O)=O. Product: [OH:3][CH:1]([C:4]1[NH:14][C:7]2=[N:8][CH:9]=[C:10]([CH:12]=[O:26])[CH:11]=[C:6]2[CH:5]=1)[CH3:2]. The catalyst class is: 11. (3) Reactant: [C:1]1([S:7]([N:10]2[C:14]3=[N:15][CH:16]=[C:17]([CH2:19]O)[CH:18]=[C:13]3[CH:12]=[CH:11]2)(=[O:9])=[O:8])[CH:6]=[CH:5][CH:4]=[CH:3][CH:2]=1.S(Cl)([Cl:23])=O. Product: [C:1]1([S:7]([N:10]2[C:14]3=[N:15][CH:16]=[C:17]([CH2:19][Cl:23])[CH:18]=[C:13]3[CH:12]=[CH:11]2)(=[O:9])=[O:8])[CH:6]=[CH:5][CH:4]=[CH:3][CH:2]=1. The catalyst class is: 4. (4) Reactant: [N:1]1([C:8]2[N:16]3[C@@H:17]([C:20]4[CH:25]=[CH:24][CH:23]=[CH:22][N:21]=4)[CH2:18][O:19][C:14]4=[C:15]3[C:10](=[CH:11][CH:12]=[C:13]4[C:26]3[C:27]([CH3:32])=[N:28][O:29][C:30]=3[CH3:31])[N:9]=2)[CH2:7][CH2:6][CH2:5][NH:4][CH2:3][CH2:2]1.[S:33](N)([NH2:36])(=[O:35])=[O:34]. Product: [CH3:32][C:27]1[C:26]([C:13]2[C:14]3[O:19][CH2:18][C@H:17]([C:20]4[CH:25]=[CH:24][CH:23]=[CH:22][N:21]=4)[N:16]4[C:8]([N:1]5[CH2:7][CH2:6][CH2:5][N:4]([S:33]([NH2:36])(=[O:35])=[O:34])[CH2:3][CH2:2]5)=[N:9][C:10]([C:15]=34)=[CH:11][CH:12]=2)=[C:30]([CH3:31])[O:29][N:28]=1. The catalyst class is: 858.